From a dataset of NCI-60 drug combinations with 297,098 pairs across 59 cell lines. Regression. Given two drug SMILES strings and cell line genomic features, predict the synergy score measuring deviation from expected non-interaction effect. (1) Drug 1: C1CCN(CC1)CCOC2=CC=C(C=C2)C(=O)C3=C(SC4=C3C=CC(=C4)O)C5=CC=C(C=C5)O. Drug 2: CC1=C(C=C(C=C1)C(=O)NC2=CC(=CC(=C2)C(F)(F)F)N3C=C(N=C3)C)NC4=NC=CC(=N4)C5=CN=CC=C5. Cell line: OVCAR-5. Synergy scores: CSS=-3.14, Synergy_ZIP=6.48, Synergy_Bliss=0.212, Synergy_Loewe=-2.96, Synergy_HSA=-2.60. (2) Synergy scores: CSS=57.9, Synergy_ZIP=-2.84, Synergy_Bliss=-6.33, Synergy_Loewe=-7.72, Synergy_HSA=-5.87. Drug 2: C1=CC(=CC=C1C#N)C(C2=CC=C(C=C2)C#N)N3C=NC=N3. Drug 1: C1=C(C(=O)NC(=O)N1)F. Cell line: OVCAR3. (3) Drug 1: CC1C(C(CC(O1)OC2CC(OC(C2O)C)OC3=CC4=CC5=C(C(=O)C(C(C5)C(C(=O)C(C(C)O)O)OC)OC6CC(C(C(O6)C)O)OC7CC(C(C(O7)C)O)OC8CC(C(C(O8)C)O)(C)O)C(=C4C(=C3C)O)O)O)O. Drug 2: CS(=O)(=O)OCCCCOS(=O)(=O)C. Cell line: BT-549. Synergy scores: CSS=55.5, Synergy_ZIP=1.74, Synergy_Bliss=5.08, Synergy_Loewe=-29.9, Synergy_HSA=0.692. (4) Drug 1: N.N.Cl[Pt+2]Cl. Drug 2: CC1C(C(CC(O1)OC2CC(CC3=C2C(=C4C(=C3O)C(=O)C5=C(C4=O)C(=CC=C5)OC)O)(C(=O)CO)O)N)O.Cl. Cell line: SF-295. Synergy scores: CSS=33.9, Synergy_ZIP=-2.31, Synergy_Bliss=-5.21, Synergy_Loewe=-28.5, Synergy_HSA=-3.36. (5) Drug 1: C1CCC(CC1)NC(=O)N(CCCl)N=O. Drug 2: CC1=C(C=C(C=C1)C(=O)NC2=CC(=CC(=C2)C(F)(F)F)N3C=C(N=C3)C)NC4=NC=CC(=N4)C5=CN=CC=C5. Cell line: IGROV1. Synergy scores: CSS=25.2, Synergy_ZIP=-7.26, Synergy_Bliss=-1.49, Synergy_Loewe=-2.05, Synergy_HSA=-2.17. (6) Drug 1: C1CN1C2=NC(=NC(=N2)N3CC3)N4CC4. Drug 2: C(CCl)NC(=O)N(CCCl)N=O. Cell line: MDA-MB-435. Synergy scores: CSS=16.0, Synergy_ZIP=-5.68, Synergy_Bliss=-1.56, Synergy_Loewe=-19.7, Synergy_HSA=-0.604. (7) Drug 1: COC1=C(C=C2C(=C1)N=CN=C2NC3=CC(=C(C=C3)F)Cl)OCCCN4CCOCC4. Drug 2: C1CN(P(=O)(OC1)NCCCl)CCCl. Cell line: PC-3. Synergy scores: CSS=17.2, Synergy_ZIP=-5.41, Synergy_Bliss=-0.0500, Synergy_Loewe=-23.5, Synergy_HSA=0.157.